From a dataset of Peptide-MHC class I binding affinity with 185,985 pairs from IEDB/IMGT. Regression. Given a peptide amino acid sequence and an MHC pseudo amino acid sequence, predict their binding affinity value. This is MHC class I binding data. (1) The peptide sequence is ETSYVKVL. The MHC is Mamu-A01 with pseudo-sequence Mamu-A01. The binding affinity (normalized) is 0. (2) The peptide sequence is YTSDYFISY. The MHC is HLA-A31:01 with pseudo-sequence HLA-A31:01. The binding affinity (normalized) is 0.0847. (3) The peptide sequence is VQGPVGTDF. The MHC is HLA-A26:01 with pseudo-sequence HLA-A26:01. The binding affinity (normalized) is 0.0324. (4) The peptide sequence is DVGCLLTDTI. The MHC is HLA-A68:02 with pseudo-sequence HLA-A68:02. The binding affinity (normalized) is 0.0555. (5) The peptide sequence is FVRSSPANF. The MHC is HLA-B44:02 with pseudo-sequence HLA-B44:02. The binding affinity (normalized) is 0.0847. (6) The peptide sequence is AVSFRNLAY. The MHC is HLA-A03:01 with pseudo-sequence HLA-A03:01. The binding affinity (normalized) is 0.603. (7) The peptide sequence is HEGHQTAAF. The MHC is HLA-B40:02 with pseudo-sequence HLA-B40:02. The binding affinity (normalized) is 0.266.